This data is from Catalyst prediction with 721,799 reactions and 888 catalyst types from USPTO. The task is: Predict which catalyst facilitates the given reaction. (1) Reactant: Cl.[NH2:2][C@H:3]1[CH2:7][CH2:6][CH2:5][C@@H:4]1[NH:8][C:9](=[O:17])[C:10]1[CH:15]=[CH:14][CH:13]=[CH:12][C:11]=1[Cl:16].Cl[C:19]1[CH:24]=[CH:23][C:22]([C:25]([F:28])([F:27])[F:26])=[CH:21][N:20]=1.CCN(C(C)C)C(C)C. Product: [Cl:16][C:11]1[CH:12]=[CH:13][CH:14]=[CH:15][C:10]=1[C:9]([NH:8][C@H:4]1[CH2:5][CH2:6][CH2:7][C@@H:3]1[NH:2][C:19]1[CH:24]=[CH:23][C:22]([C:25]([F:28])([F:27])[F:26])=[CH:21][N:20]=1)=[O:17]. The catalyst class is: 16. (2) Reactant: [CH3:1][C:2]1[CH:7]=[C:6]([C:8]2[CH:13]=[CH:12][N:11]=[C:10]([CH3:14])[CH:9]=2)[CH:5]=[CH:4][C:3]=1[CH2:15][N:16]1[CH2:21][CH2:20][N:19](C(OC(C)(C)C)=O)[CH2:18][CH2:17]1.FC(F)(F)C(O)=O. Product: [CH3:1][C:2]1[CH:7]=[C:6]([C:8]2[CH:13]=[CH:12][N:11]=[C:10]([CH3:14])[CH:9]=2)[CH:5]=[CH:4][C:3]=1[CH2:15][N:16]1[CH2:17][CH2:18][NH:19][CH2:20][CH2:21]1. The catalyst class is: 4.